From a dataset of Forward reaction prediction with 1.9M reactions from USPTO patents (1976-2016). Predict the product of the given reaction. (1) Given the reactants [Cl:1][C:2]1[C:3]2[C:10]([CH3:11])=[CH:9][NH:8][C:4]=2[N:5]=[CH:6][N:7]=1.Br[CH2:13][CH:14]1[CH2:19][CH2:18][N:17]([C:20]([O:22][C:23]([CH3:26])([CH3:25])[CH3:24])=[O:21])[CH2:16][CH2:15]1.C([O-])([O-])=O.[Cs+].[Cs+], predict the reaction product. The product is: [Cl:1][C:2]1[C:3]2[C:10]([CH3:11])=[CH:9][N:8]([CH2:13][CH:14]3[CH2:19][CH2:18][N:17]([C:20]([O:22][C:23]([CH3:24])([CH3:26])[CH3:25])=[O:21])[CH2:16][CH2:15]3)[C:4]=2[N:5]=[CH:6][N:7]=1. (2) The product is: [CH3:14][O:13][C:10]1[CH:11]=[C:12]2[C:7]([CH2:6][CH2:5][NH:4]2)=[CH:8][C:9]=1[N+:15]([O-:17])=[O:16]. Given the reactants C([N:4]1[C:12]2[C:7](=[CH:8][CH:9]=[C:10]([O:13][CH3:14])[CH:11]=2)[CH2:6][CH2:5]1)(=O)C.[N+:15]([O-])([OH:17])=[O:16].Cl, predict the reaction product. (3) Given the reactants [OH:1][C@H:2]1[CH2:7][N:6]([C:8]([O:10][C:11]([CH3:14])([CH3:13])[CH3:12])=[O:9])[C@H:5]([CH3:15])[CH2:4][CH2:3]1.CC([O-])(C)C.[K+].[F:22][CH:23]([F:33])[CH2:24][O:25][C:26]1[CH:31]=[CH:30][N:29]=[C:28](F)[CH:27]=1, predict the reaction product. The product is: [F:33][CH:23]([F:22])[CH2:24][O:25][C:26]1[CH:27]=[CH:28][N:29]=[C:30]([O:1][C@H:2]2[CH2:7][N:6]([C:8]([O:10][C:11]([CH3:14])([CH3:13])[CH3:12])=[O:9])[C@H:5]([CH3:15])[CH2:4][CH2:3]2)[CH:31]=1.